This data is from Full USPTO retrosynthesis dataset with 1.9M reactions from patents (1976-2016). The task is: Predict the reactants needed to synthesize the given product. (1) Given the product [CH3:1][O:2][C:3]1[CH:15]=[C:14]([O:16][CH3:17])[CH:13]=[CH:12][C:4]=1[CH2:5][N:6]([C:7]1[S:8][CH:9]=[CH:10][N:11]=1)[S:20]([C:23]1[CH:31]=[CH:30][C:26]([C:27]([OH:29])=[O:28])=[CH:25][C:24]=1[F:32])(=[O:21])=[O:22], predict the reactants needed to synthesize it. The reactants are: [CH3:1][O:2][C:3]1[CH:15]=[C:14]([O:16][CH3:17])[CH:13]=[CH:12][C:4]=1[CH2:5][NH:6][C:7]1[S:8][CH:9]=[CH:10][N:11]=1.[Li].Cl[S:20]([C:23]1[CH:31]=[CH:30][C:26]([C:27]([OH:29])=[O:28])=[CH:25][C:24]=1[F:32])(=[O:22])=[O:21]. (2) Given the product [Br:24][C:21]1[CH:22]=[CH:23][C:18]([N:9]2[C:10]([NH:11][S:12]([CH:15]([CH3:17])[CH3:16])(=[O:14])=[O:13])=[C:6]([C:4]([OH:5])=[O:3])[CH:7]=[N:8]2)=[CH:19][CH:20]=1, predict the reactants needed to synthesize it. The reactants are: C([O:3][C:4]([C:6]1[CH:7]=[N:8][N:9]([C:18]2[CH:23]=[CH:22][C:21]([Br:24])=[CH:20][CH:19]=2)[C:10]=1[NH:11][S:12]([CH:15]([CH3:17])[CH3:16])(=[O:14])=[O:13])=[O:5])C.[OH-].[Na+].